Dataset: Catalyst prediction with 721,799 reactions and 888 catalyst types from USPTO. Task: Predict which catalyst facilitates the given reaction. (1) Reactant: Br[C:2]1[CH:7]=[CH:6][C:5]([C:8]([CH2:24][CH2:25][CH2:26][CH3:27])=[C:9]([C:17]2[CH:22]=[CH:21][C:20]([OH:23])=[CH:19][CH:18]=2)[C:10]2[CH:15]=[CH:14][C:13]([OH:16])=[CH:12][CH:11]=2)=[CH:4][CH:3]=1.[C:28]([Cu])#[N:29]. Product: [CH2:24]([C:8]([C:5]1[CH:6]=[CH:7][C:2]([C:28]#[N:29])=[CH:3][CH:4]=1)=[C:9]([C:10]1[CH:11]=[CH:12][C:13]([OH:16])=[CH:14][CH:15]=1)[C:17]1[CH:22]=[CH:21][C:20]([OH:23])=[CH:19][CH:18]=1)[CH2:25][CH2:26][CH3:27]. The catalyst class is: 37. (2) Reactant: [Cl:1][C:2]1[CH:7]=[C:6]([Cl:8])[CH:5]=[CH:4][C:3]=1[CH:9]([C:14]1[C:22]2[C:17](=[C:18]([CH2:23][S:24][CH3:25])[CH:19]=[CH:20][CH:21]=2)[NH:16][CH:15]=1)[CH2:10][CH2:11][C:12]#[N:13].ClCCl.ClC1C=CC=C(C(OO)=[O:37])C=1. Product: [Cl:1][C:2]1[CH:7]=[C:6]([Cl:8])[CH:5]=[CH:4][C:3]=1[CH:9]([C:14]1[C:22]2[C:17](=[C:18]([CH2:23][S:24]([CH3:25])=[O:37])[CH:19]=[CH:20][CH:21]=2)[NH:16][CH:15]=1)[CH2:10][CH2:11][C:12]#[N:13]. The catalyst class is: 5. (3) Reactant: [Br:1][C:2]1[N:7]=[C:6]2[N:8]([CH2:12][CH:13]3[CH2:17][CH2:16][C:15](=[O:18])[NH:14]3)C(=O)[NH:10][C:5]2=[N:4][CH:3]=1.BrC1C(N)=NC=C(Br)N=1.Cl.NCC1NC(=O)CC1.C(N(C(C)C)CC)(C)C. Product: [NH2:10][C:5]1[C:6]([NH:8][CH2:12][CH:13]2[NH:14][C:15](=[O:18])[CH2:16][CH2:17]2)=[N:7][C:2]([Br:1])=[CH:3][N:4]=1. The catalyst class is: 16. (4) Reactant: [CH2:1]([O:8][C:9]1[C:14]([CH2:15][N:16]2[CH2:25][CH2:24][C:23]3[C:18](=[C:19]([Cl:32])[C:20]([CH2:27][C:28]([O:30]C)=[O:29])=[CH:21][C:22]=3[Cl:26])[C:17]2=[O:33])=[C:13]([CH3:34])[CH:12]=[C:11]([CH3:35])[N:10]=1)[C:2]1[CH:7]=[CH:6][CH:5]=[CH:4][CH:3]=1.[H-].[Na+].I[CH:39]1[CH2:43][CH2:42][O:41][CH2:40]1.O. Product: [CH2:1]([O:8][C:9]1[C:14]([CH2:15][N:16]2[CH2:25][CH2:24][C:23]3[C:18](=[C:19]([Cl:32])[C:20]([CH:27]([CH:39]4[CH2:43][CH2:42][O:41][CH2:40]4)[C:28]([OH:30])=[O:29])=[CH:21][C:22]=3[Cl:26])[C:17]2=[O:33])=[C:13]([CH3:34])[CH:12]=[C:11]([CH3:35])[N:10]=1)[C:2]1[CH:7]=[CH:6][CH:5]=[CH:4][CH:3]=1. The catalyst class is: 875. (5) Reactant: F[C:2]1[CH:26]=[CH:25][C:24]([C:27]([F:30])([F:29])[F:28])=[CH:23][C:3]=1[C:4](/[N:6]=[C:7]1/[N:8]([CH2:17][C@H:18]2[CH2:22][CH2:21][CH2:20][O:19]2)[N:9]([CH3:16])[C:10]([C:12]2([CH3:15])[CH2:14][CH2:13]2)=[CH:11]/1)=[O:5].[CH3:31][C:32]([OH:37])([CH3:36])[CH2:33][CH2:34][OH:35].CC([O-])(C)C.[Na+]. The catalyst class is: 20. Product: [OH:37][C:32]([CH3:36])([CH3:31])[CH2:33][CH2:34][O:35][C:2]1[CH:26]=[CH:25][C:24]([C:27]([F:29])([F:30])[F:28])=[CH:23][C:3]=1[C:4](/[N:6]=[C:7]1/[N:8]([CH2:17][C@H:18]2[CH2:22][CH2:21][CH2:20][O:19]2)[N:9]([CH3:16])[C:10]([C:12]2([CH3:15])[CH2:13][CH2:14]2)=[CH:11]/1)=[O:5].